From a dataset of Forward reaction prediction with 1.9M reactions from USPTO patents (1976-2016). Predict the product of the given reaction. (1) Given the reactants [CH2:1]1[NH:13][CH2:12][C:11]2[NH:10][C:9]3[CH:8]=[CH:7][CH:6]=[C:5]4[C:14](=[O:17])[NH:15][N:16]=[C:2]1[C:3]=2[C:4]=34.[C:18]([O:22][C:23]([NH:25][C@@H:26]([CH2:30][C:31]1[CH:36]=[CH:35][CH:34]=[CH:33][CH:32]=1)[C:27](O)=[O:28])=[O:24])([CH3:21])([CH3:20])[CH3:19].NC(C)(C)C(N1CC2NC3C=CC=C4C(=O)NN=C(C=2C=34)C1)=O, predict the reaction product. The product is: [C:18]([O:22][C:23](=[O:24])[NH:25][C@@H:26]([CH2:30][C:31]1[CH:36]=[CH:35][CH:34]=[CH:33][CH:32]=1)[C:27](=[O:28])[N:13]1[CH2:12][C:11]2[NH:10][C:9]3[CH:8]=[CH:7][CH:6]=[C:5]4[C:14](=[O:17])[NH:15][N:16]=[C:2]([C:3]=2[C:4]=34)[CH2:1]1)([CH3:21])([CH3:19])[CH3:20]. (2) Given the reactants [OH:1][C@H:2]1[C@@H:7]([CH2:8][C:9]2[CH:10]=[C:11]([CH:15]=[CH:16][CH:17]=2)[C:12]([NH2:14])=[O:13])[CH2:6][C@H:5]2[C@H:18]3[C@H:27]([CH2:28][CH2:29][C@:3]12[CH3:4])[C:26]1[C:21](=[CH:22][C:23]([CH2:30][CH2:31]I)=[CH:24][CH:25]=1)[CH2:20][CH2:19]3.CCCC[N+](CCCC)(CCCC)CCCC.[F-].O, predict the reaction product. The product is: [CH:30]([C:23]1[CH:22]=[C:21]2[C:26](=[CH:25][CH:24]=1)[C@@H:27]1[C@H:18]([C@H:5]3[C@@:3]([CH2:29][CH2:28]1)([CH3:4])[C@@H:2]([OH:1])[C@@H:7]([CH2:8][C:9]1[CH:10]=[C:11]([CH:15]=[CH:16][CH:17]=1)[C:12]([NH2:14])=[O:13])[CH2:6]3)[CH2:19][CH2:20]2)=[CH2:31]. (3) Given the reactants I.[NH:2]([C:4](SC)=[NH:5])[NH2:3].[NH:8]1[CH2:13][CH2:12][O:11][CH2:10][CH2:9]1, predict the reaction product. The product is: [N:8]1([C:4](=[NH:5])[NH:2][NH2:3])[CH2:13][CH2:12][O:11][CH2:10][CH2:9]1. (4) Given the reactants C(N(C(C)C)CC)(C)C.[NH2:10][C:11]1[CH:19]=[C:18]([O:20][CH3:21])[C:17]([O:22][CH3:23])=[CH:16][C:12]=1[C:13]([OH:15])=[O:14].[C:24]1([C:34](Cl)=O)[C:33]2[C:28](=[CH:29][CH:30]=[CH:31][CH:32]=2)[CH:27]=[CH:26][CH:25]=1.CN(C(ON1N=NC2C=CC=NC1=2)=[N+](C)C)C.F[P-](F)(F)(F)(F)F, predict the reaction product. The product is: [CH3:23][O:22][C:17]1[C:18]([O:20][CH3:21])=[CH:19][C:11]2[N:10]=[C:34]([C:24]3[C:33]4[C:28](=[CH:29][CH:30]=[CH:31][CH:32]=4)[CH:27]=[CH:26][CH:25]=3)[O:14][C:13](=[O:15])[C:12]=2[CH:16]=1. (5) Given the reactants Cl.Cl.[CH3:3][S:4]([N:7]1[CH2:16][CH2:15][C:14]2[C:9](=[CH:10][CH:11]=[C:12]([C:17]3[O:21][N:20]=[C:19]([CH2:22][CH:23]4[CH2:28][CH2:27][NH:26][CH2:25][CH2:24]4)[N:18]=3)[CH:13]=2)[CH2:8]1)(=[O:6])=[O:5].[C:29](=O)([O:35]C1C=CC([N+]([O-])=O)=CC=1)[O:30][C:31]1([CH3:34])[CH2:33][CH2:32]1.CCN(CC)CC, predict the reaction product. The product is: [CH3:3][S:4]([N:7]1[CH2:16][CH2:15][C:14]2[C:9](=[CH:10][CH:11]=[C:12]([C:17]3[O:21][N:20]=[C:19]([CH2:22][CH:23]4[CH2:28][CH2:27][N:26]([C:29]([O:30][C:31]5([CH3:34])[CH2:33][CH2:32]5)=[O:35])[CH2:25][CH2:24]4)[N:18]=3)[CH:13]=2)[CH2:8]1)(=[O:5])=[O:6]. (6) Given the reactants [123I-].[NH2:2][C:3]1[C:4]([CH:11]2[CH2:15]CC[CH2:12]2)=[N:5][NH:6][C:7]=1[C:8]([NH2:10])=[O:9].[C:16]([NH:19][CH:20]([CH2:24][C:25]1[CH:30]=[CH:29][CH:28]=[CH:27][CH:26]=1)[C:21](O)=O)(=O)[CH3:17].[C:31](NCC(O)=O)(=O)C, predict the reaction product. The product is: [CH2:24]([CH:20]1[C:21]2=[N:2][C:3]3[C:4]([CH:11]([CH3:12])[CH3:15])=[N:5][N:6]([CH3:31])[C:7]=3[C:8](=[O:9])[N:10]2[CH2:17][CH2:16][NH:19]1)[C:25]1[CH:30]=[CH:29][CH:28]=[CH:27][CH:26]=1.